Dataset: Peptide-MHC class II binding affinity with 134,281 pairs from IEDB. Task: Regression. Given a peptide amino acid sequence and an MHC pseudo amino acid sequence, predict their binding affinity value. This is MHC class II binding data. (1) The peptide sequence is GAYETYKFIPSLEAA. The MHC is DRB1_1001 with pseudo-sequence DRB1_1001. The binding affinity (normalized) is 0.925. (2) The peptide sequence is KCYKLEHPVTGCG. The MHC is DRB4_0101 with pseudo-sequence DRB4_0103. The binding affinity (normalized) is 0. (3) The peptide sequence is EEFAVEFDLPGIK. The MHC is DRB1_0402 with pseudo-sequence DRB1_0402. The binding affinity (normalized) is 0.490. (4) The peptide sequence is GSKGEEADKLEDDLA. The MHC is DRB1_0101 with pseudo-sequence DRB1_0101. The binding affinity (normalized) is 0.136.